This data is from Experimentally validated miRNA-target interactions with 360,000+ pairs, plus equal number of negative samples. The task is: Binary Classification. Given a miRNA mature sequence and a target amino acid sequence, predict their likelihood of interaction. (1) The miRNA is hsa-miR-8076 with sequence UAUAUGGACUUUUCUGAUACAAUG. The protein sequence of the target gene is MKLSLTKVVNGCRLGKIKNLGKTGDHTMDIPGCLLYTKTGSAPHLTHHTLHNIHGVPAMAQLTLSSLAEHHEVLTEYKEGVGKFIGMPESLLYCSLHDPVSPCPAGYVTNKSVSVWSVAGRVEMTVSKFMAIQKALQPDWFQCLSDGEVSCKEATSIKRVRKSVDRSLLFLDNCLRLQEESEVLQKSVIIGVIEGGDVMEERLRSARETAKRPVGGFLLDGFQGNPTTLEARLRLLSSVTAELPEDKPRLISGVSRPDEVLECIERGVDLFESFFPYQVTERGCALTFSFDYQPNPEETL.... Result: 0 (no interaction). (2) The miRNA is mmu-miR-7038-3p with sequence CACUGCUCCUGCCUUCUUACAG. The protein sequence of the target gene is MADTATTASAASAAASAPNASTDAPPFQLGKPRFQQTSFYGRFRHFLDIIDPRTLFVTEKRLREAVQLLEDYKHGTLRPGVTNEQLWSAQKIKQAILHPDTNEKIFMPFRMSGYIPFGTPIVVGLLLPNQTLASTVFWQWLNQSHNACVNYANRNATKPSPASKFIQGYLGAVISAVSIAVGLNVLVQKANKFTPATRLLVQRFVPFPAVASANICNVVLMRYGELEEGIDVLDADGNLVGSSKIAARHALLETALTRVVLPMPILVLPPIVMSMLEKTALLQARPRLLLPVHSLVCLAA.... Result: 0 (no interaction). (3) The miRNA is cel-miR-71-5p with sequence UGAAAGACAUGGGUAGUGAGACG. The protein sequence of the target gene is MAAAAVVVPAEWIKNWEKSGRGEFLHLCRILSENKSHDSSTYRDFQQALYELSYHVIKGNLKHEQASNVLSDISEFREDMPSILADVFCILDIETNCLEEKSKRDYFTQLVLACLYLVSDTVLKERLDPETLESLGLIKQSQQFNQKSVKIKTKLFYKQQKFNLLREENEGYAKLIAELGQDLSGSITSDLILENIKSLIGCFNLDPNRVLDVILEVFECRPEHDDFFISLLESYMSMCEPQTLCHILGFKFKFYQEPNGETPSSLYRVAAVLLQFNLIDLDDLYVHLLPADNCIMDEHK.... Result: 0 (no interaction). (4) The miRNA is hsa-miR-33b-5p with sequence GUGCAUUGCUGUUGCAUUGC. The protein sequence of the target gene is MACWPQLRLLLWKNLTFRRRQTCQLLLEVAWPLFIFLILISVRLSYPPYEQHECHFPNKAMPSAGTLPWVQGIICNANNPCFRYPTPGEAPGVVGNFNKSIVARLFSDARRLLLYSQKDTSMKDMRKVLRTLQQIKKSSSNLKLQDFLVDNETFSGFLYHNLSLPKSTVDKMLRADVILHKVFLQGYQLHLTSLCNGSKSEEMIQLGDQEVSELCGLPREKLAAAERVLRSNMDILKPILRTLNSTSPFPSKELAEATKTLLHSLGTLAQELFSMRSWSDMRQEVMFLTNVNSSSSSTQI.... Result: 1 (interaction). (5) The miRNA is hsa-miR-155-5p with sequence UUAAUGCUAAUCGUGAUAGGGGUU. The protein sequence of the target gene is MNVIYFPLHIFVVYSRAYTSLVLVGCTNLCAVLFARCLDDHLVSLRMSGSRKEFDVKQILKIRWRWFGHQASSPNSTVDSQQGEFWNRGQTGANGGRKFLDPCSLQLPLASIGYRRSSQLDFQNSPSWPMASTSEVPAFEFTAEDCGGAHWLDRPEVDDGTSEEENESDSSSCRTSNSSQTLSSCHTMEPCTSDEFFQALNHAEQTFKKMENYLRHKQLCDVILVAGDRRIPAHRLVLSSVSDYFAAMFTNDVREARQEEIKMEGVEPNSLWSLIQYAYTGRLELKEDNIECLLSTACLL.... Result: 1 (interaction). (6) The miRNA is hsa-miR-8057 with sequence GUGGCUCUGUAGUAAGAUGGA. The protein sequence of the target gene is MPEPAKSAPAPKKGSKKAVTKAQKKDGKKRKRSRKESYSIYVYKVLKQVHPDTGISSKAMGIMNSFVNDIFERIAGEASRLAHYNKRSTITSREIQTAVRLLLPGELAKHAVSEGTKAVTKYTSSK. Result: 1 (interaction). (7) The miRNA is hsa-miR-3200-5p with sequence AAUCUGAGAAGGCGCACAAGGU. The protein sequence of the target gene is MTKSKEAVTFKDVAVVFSEEELQLLDLAQRKLYRDVMLENFRNVVSVGHQSTPDGLPQLEREEKLWMMKMATQRDNSSGAKNLKEMETLQEVGLRYLPHEELFCSQIWQQITRELIKYQDSVVNIQRTGCQLEKRDDLHYKDEGFSNQSSHLQVHRVHTGEKPYKGEHCVKSFSWSSHLQINQRAHAGEKPYKCEKCDNAFRRFSSLQAHQRVHSRAKSYTNDASYRSFSQRSHLPHHQRVPTGENPYKYEECGRNVGKSSHCQAPLIVHTGEKPYKCEECGVGFSQRSYLQVHLKVHTG.... Result: 1 (interaction). (8) The miRNA is hsa-miR-154-5p with sequence UAGGUUAUCCGUGUUGCCUUCG. The protein sequence of the target gene is MEQIWLLLLLTIRVLPGSAQFNGYNCDANLHSRFPAERDISVYCGVQAITMKINFCTVLFSGYSETDLALNGRHGDSHCRGFINNNTFPAVVIFIINLSTLEGCGNNLVVSTIPGVSAYGNATSVQVGNISGYIDTPDPPTIISYLPGLLYKFSCSYPLEYLVNNTQLASSSAAISVRENNGTFVSTLNLLLYNDSTYNQQLIIPSIGLPLKTKVFAAVQATNLDGRWNVLMDYCYTTPSGNPNDDIRYDLFLSCDKDPQTTVIENGRSQRGRFSFEVFRFVKHKNQKMSTVFLHCVTKL.... Result: 0 (no interaction). (9) The miRNA is hsa-miR-651-3p with sequence AAAGGAAAGUGUAUCCUAAAAG. The protein sequence of the target gene is MAPRLQLEKAAWRWAETVRPEEVSQEHIETAYRIWLEPCIRGVCRRNCRGNPNCLVGIGEHIWLGEIDENSFHSIDDPNCERRKKNSFVGLTNLGATCYVNTFLQVWFLNLELRQALYLCPSTCSDYTKGDGIHGGKDYEPQTICEHLQYLFALLQNSNRRYIDPSGFVKALGLDTGQQQDAQEFSKLFMSLLEDTLSKQKNPDVRNVVQQQFCGEYAYVTVCNQCGRESKLVSKFYELELNIQGHKQLTDCISEFLKEERLEGDNRYFCENCQSKQNATRKIRLLSLPCTLNLQLMRFV.... Result: 0 (no interaction). (10) The miRNA is mmu-miR-1198-5p with sequence UAUGUGUUCCUGGCUGGCUUGG. The protein sequence of the target gene is MAFLWLLSCWALLGTTFGCGVPAIHPVLSGLSRIVNGEDAVPGSWPWQVSLQDKTGFHFCGGSLISEDWVVTAAHCGVRTSDVVVAGEFDQGSDEENIQVLKIAKVFKNPKFSILTVNNDITLLKLATPARFSQTVSAVCLPSADDDFPAGTLCATTGWGKTKYNANKTPDKLQQAALPLLSNAECKKSWGRRITDVMICAGASGVSSCMGDSGGPLVCQKDGAWTLVGIVSWGSRTCSTTTPAVYARVAKLIPWVQKILAAN. Result: 0 (no interaction).